This data is from NCI-60 drug combinations with 297,098 pairs across 59 cell lines. The task is: Regression. Given two drug SMILES strings and cell line genomic features, predict the synergy score measuring deviation from expected non-interaction effect. (1) Cell line: EKVX. Synergy scores: CSS=10.1, Synergy_ZIP=-5.87, Synergy_Bliss=-4.87, Synergy_Loewe=-2.32, Synergy_HSA=-2.00. Drug 1: CCC(=C(C1=CC=CC=C1)C2=CC=C(C=C2)OCCN(C)C)C3=CC=CC=C3.C(C(=O)O)C(CC(=O)O)(C(=O)O)O. Drug 2: CCC1(C2=C(COC1=O)C(=O)N3CC4=CC5=C(C=CC(=C5CN(C)C)O)N=C4C3=C2)O.Cl. (2) Drug 1: CNC(=O)C1=CC=CC=C1SC2=CC3=C(C=C2)C(=NN3)C=CC4=CC=CC=N4. Drug 2: CC1CCCC2(C(O2)CC(NC(=O)CC(C(C(=O)C(C1O)C)(C)C)O)C(=CC3=CSC(=N3)C)C)C. Cell line: M14. Synergy scores: CSS=-7.89, Synergy_ZIP=2.92, Synergy_Bliss=-2.05, Synergy_Loewe=-8.42, Synergy_HSA=-6.79. (3) Drug 2: CC1C(C(CC(O1)OC2CC(OC(C2O)C)OC3=CC4=CC5=C(C(=O)C(C(C5)C(C(=O)C(C(C)O)O)OC)OC6CC(C(C(O6)C)O)OC7CC(C(C(O7)C)O)OC8CC(C(C(O8)C)O)(C)O)C(=C4C(=C3C)O)O)O)O. Synergy scores: CSS=8.93, Synergy_ZIP=-0.517, Synergy_Bliss=6.79, Synergy_Loewe=5.99, Synergy_HSA=6.00. Drug 1: CC12CCC(CC1=CCC3C2CCC4(C3CC=C4C5=CN=CC=C5)C)O. Cell line: MALME-3M. (4) Drug 1: COC1=CC(=CC(=C1O)OC)C2C3C(COC3=O)C(C4=CC5=C(C=C24)OCO5)OC6C(C(C7C(O6)COC(O7)C8=CC=CS8)O)O. Drug 2: CCN(CC)CCCC(C)NC1=C2C=C(C=CC2=NC3=C1C=CC(=C3)Cl)OC. Cell line: SNB-19. Synergy scores: CSS=39.5, Synergy_ZIP=5.44, Synergy_Bliss=6.26, Synergy_Loewe=-2.44, Synergy_HSA=7.87. (5) Drug 1: COC1=NC(=NC2=C1N=CN2C3C(C(C(O3)CO)O)O)N. Drug 2: CN(CCCl)CCCl.Cl. Cell line: COLO 205. Synergy scores: CSS=28.3, Synergy_ZIP=-10.7, Synergy_Bliss=-5.30, Synergy_Loewe=-5.95, Synergy_HSA=-1.85. (6) Drug 1: CC(CN1CC(=O)NC(=O)C1)N2CC(=O)NC(=O)C2. Drug 2: CN(CC1=CN=C2C(=N1)C(=NC(=N2)N)N)C3=CC=C(C=C3)C(=O)NC(CCC(=O)O)C(=O)O. Cell line: MOLT-4. Synergy scores: CSS=68.4, Synergy_ZIP=-0.542, Synergy_Bliss=1.10, Synergy_Loewe=-2.51, Synergy_HSA=2.42.